Dataset: Orexin1 receptor HTS with 218,158 compounds and 233 confirmed actives. Task: Binary Classification. Given a drug SMILES string, predict its activity (active/inactive) in a high-throughput screening assay against a specified biological target. The compound is Clc1c(OCCNC(=O)c2[nH]ncn2)cccc1. The result is 0 (inactive).